Dataset: Peptide-MHC class II binding affinity with 134,281 pairs from IEDB. Task: Regression. Given a peptide amino acid sequence and an MHC pseudo amino acid sequence, predict their binding affinity value. This is MHC class II binding data. The peptide sequence is GELQIVDKIDAASKI. The MHC is DRB1_0701 with pseudo-sequence DRB1_0701. The binding affinity (normalized) is 0.778.